Task: Predict the reactants needed to synthesize the given product.. Dataset: Full USPTO retrosynthesis dataset with 1.9M reactions from patents (1976-2016) (1) The reactants are: [N+:1]([C:4]1[CH:5]=[C:6]([CH:10]=[C:11]([C:13]([F:16])([F:15])[F:14])[CH:12]=1)[C:7](O)=O)([O-])=O.[CH3:17][N:18]1[CH2:23][CH2:22][NH:21][CH2:20][CH2:19]1. Given the product [CH3:17][N:18]1[CH2:23][CH2:22][N:21]([CH2:7][C:6]2[CH:5]=[C:4]([CH:12]=[C:11]([C:13]([F:16])([F:15])[F:14])[CH:10]=2)[NH2:1])[CH2:20][CH2:19]1, predict the reactants needed to synthesize it. (2) The reactants are: [C:12]([O:11][C:9](O[C:9]([O:11][C:12]([CH3:15])([CH3:14])[CH3:13])=[O:10])=[O:10])([CH3:15])([CH3:14])[CH3:13].C(N(CC)CC)C.[NH2:23][C@H:24]([CH2:26][OH:27])[CH3:25]. Given the product [OH:27][CH2:26][C@@H:24]([NH:23][C:9](=[O:10])[O:11][C:12]([CH3:13])([CH3:14])[CH3:15])[CH3:25], predict the reactants needed to synthesize it.